Predict the reaction yield, written as a fraction of the theoretical maximum amount of product (1.0 means a 100% yield; for example, 0.34 means a 34% yield). From a dataset of Reaction yield outcomes from USPTO patents with 853,638 reactions. (1) The reactants are [Br:1][C:2]1[CH:3]=[CH:4][C:5]([OH:13])=[C:6]([CH2:8][C:9]([O:11][CH3:12])=[O:10])[CH:7]=1.N1C=CN=C1.[CH3:19][C:20]([Si:23](Cl)([CH3:25])[CH3:24])([CH3:22])[CH3:21]. The catalyst is ClCCl. The product is [Br:1][C:2]1[CH:3]=[CH:4][C:5]([O:13][Si:23]([C:20]([CH3:22])([CH3:21])[CH3:19])([CH3:25])[CH3:24])=[C:6]([CH2:8][C:9]([O:11][CH3:12])=[O:10])[CH:7]=1. The yield is 0.800. (2) The catalyst is C1COCC1. The product is [CH2:3]([O:5][C:6]([C:8]1([N:17]([CH3:30])[C:18]([C:20]2[C:29]3[CH2:28][CH2:27][CH2:26][CH2:25][C:24]=3[CH:23]=[CH:22][CH:21]=2)=[O:19])[CH2:16][C:15]2[C:10](=[CH:11][CH:12]=[CH:13][CH:14]=2)[CH2:9]1)=[O:7])[CH3:4]. The yield is 0.860. The reactants are [H-].[Na+].[CH2:3]([O:5][C:6]([C:8]1([NH:17][C:18]([C:20]2[C:29]3[CH2:28][CH2:27][CH2:26][CH2:25][C:24]=3[CH:23]=[CH:22][CH:21]=2)=[O:19])[CH2:16][C:15]2[C:10](=[CH:11][CH:12]=[CH:13][CH:14]=2)[CH2:9]1)=[O:7])[CH3:4].[CH3:30]I. (3) The reactants are [C:9](O[C:9]([O:11][C:12]([CH3:15])([CH3:14])[CH3:13])=[O:10])([O:11][C:12]([CH3:15])([CH3:14])[CH3:13])=[O:10].[Si:16]([O:33][CH2:34][C@H:35]1[NH:39][C:38](=[O:40])[CH2:37][CH2:36]1)([C:29]([CH3:32])([CH3:31])[CH3:30])([C:23]1[CH:28]=[CH:27][CH:26]=[CH:25][CH:24]=1)[C:17]1[CH:22]=[CH:21][CH:20]=[CH:19][CH:18]=1.CCN(CC)CC. The catalyst is CN(C1C=CN=CC=1)C.C(Cl)Cl. The product is [Si:16]([O:33][CH2:34][C@@H:35]1[CH2:36][CH2:37][C:38](=[O:40])[N:39]1[C:9]([O:11][C:12]([CH3:13])([CH3:14])[CH3:15])=[O:10])([C:29]([CH3:32])([CH3:30])[CH3:31])([C:23]1[CH:28]=[CH:27][CH:26]=[CH:25][CH:24]=1)[C:17]1[CH:22]=[CH:21][CH:20]=[CH:19][CH:18]=1. The yield is 0.820. (4) The reactants are FC(F)(F)C(O)=O.C(OC(O[CH:16]([C:27]1[CH:32]=[C:31]([F:33])[CH:30]=[CH:29][C:28]=1[F:34])[C:17]1[N:21]([CH3:22])[C:20]2[CH:23]=[CH:24][CH:25]=[CH:26][C:19]=2[N:18]=1)=O)(C)(C)C.[Cl:35][C:36]1[CH:41]=[CH:40][C:39]([SH:42])=[CH:38][CH:37]=1.C(=O)([O-])[O-].[K+].[K+]. The catalyst is C(OCC)(=O)C. The product is [Cl:35][C:36]1[CH:41]=[CH:40][C:39]([S:42][CH:16]([C:27]2[CH:32]=[C:31]([F:33])[CH:30]=[CH:29][C:28]=2[F:34])[C:17]2[N:21]([CH3:22])[C:20]3[CH:23]=[CH:24][CH:25]=[CH:26][C:19]=3[N:18]=2)=[CH:38][CH:37]=1. The yield is 0.890. (5) The reactants are CN1CCNCC1.[Li]CCCC.[O:13]1[C:17]2[CH:18]=[CH:19][C:20]([CH:22]=[O:23])=[CH:21][C:16]=2[CH:15]=[CH:14]1.CN(C)CCN(C)C.[CH2:32]([Sn:36](Cl)([CH2:41][CH2:42][CH2:43][CH3:44])[CH2:37][CH2:38][CH2:39][CH3:40])[CH2:33][CH2:34][CH3:35]. The catalyst is CCCCCC.C1COCC1. The product is [CH2:41]([Sn:36]([CH2:32][CH2:33][CH2:34][CH3:35])([CH2:37][CH2:38][CH2:39][CH3:40])[C:14]1[O:13][C:17]2[CH:18]=[CH:19][C:20]([CH:22]=[O:23])=[CH:21][C:16]=2[CH:15]=1)[CH2:42][CH2:43][CH3:44]. The yield is 0.340. (6) The reactants are [O:1]1[C:10]2[C:5](=[CH:6][CH:7]=[CH:8][CH:9]=2)[CH2:4][CH2:3][CH:2]1[C:11](O)=[O:12].C1COCC1.O.C([O-])([O-])=O.[K+].[K+]. The catalyst is C1COCC1. The product is [O:1]1[C:10]2[C:5](=[CH:6][CH:7]=[CH:8][CH:9]=2)[CH2:4][CH2:3][CH:2]1[CH2:11][OH:12]. The yield is 0.890.